Dataset: CYP2D6 inhibition data for predicting drug metabolism from PubChem BioAssay. Task: Regression/Classification. Given a drug SMILES string, predict its absorption, distribution, metabolism, or excretion properties. Task type varies by dataset: regression for continuous measurements (e.g., permeability, clearance, half-life) or binary classification for categorical outcomes (e.g., BBB penetration, CYP inhibition). Dataset: cyp2d6_veith. (1) The drug is CS(=O)(=O)Nc1cccc(-c2nc(NCc3cccs3)c3ccccc3n2)c1. The result is 1 (inhibitor). (2) The drug is S=C1SCN(CCN2CCOCC2)CN1Cc1ccccc1. The result is 1 (inhibitor). (3) The drug is CCN(CC)c1ccc(NC(=O)CSc2nnc3nc(C)cc(C)n23)cc1. The result is 0 (non-inhibitor). (4) The compound is CC(=O)Nc1ccc(C#Cc2ccc(NC(C)=O)cc2)cc1. The result is 0 (non-inhibitor). (5) The drug is NC(=O)N/N=C1\CC[C@H](O)C[C@@H]1CC(=O)O. The result is 0 (non-inhibitor). (6) The compound is Oc1ccc(OCc2ccccc2)cc1. The result is 0 (non-inhibitor). (7) The drug is Cc1nc(-c2c(C(F)(F)F)noc2-c2ccc(O)cc2O)cs1. The result is 0 (non-inhibitor). (8) The compound is Cc1noc(C)c1-c1nccc(Nc2ccc(F)cc2)n1. The result is 0 (non-inhibitor). (9) The drug is CCOC(=O)c1sc(NC(=O)CSc2nc(C)cc(C)c2C#N)c(C#N)c1C. The result is 0 (non-inhibitor).